This data is from TCR-epitope binding with 47,182 pairs between 192 epitopes and 23,139 TCRs. The task is: Binary Classification. Given a T-cell receptor sequence (or CDR3 region) and an epitope sequence, predict whether binding occurs between them. (1) The epitope is KLSYGIATV. The TCR CDR3 sequence is CASRTSGSLNEQFF. Result: 0 (the TCR does not bind to the epitope). (2) The epitope is DATYQRTRALVR. The TCR CDR3 sequence is CANSSSSQEQFF. Result: 0 (the TCR does not bind to the epitope). (3) The epitope is FLNGSCGSV. The TCR CDR3 sequence is CASSPSGSGYEQYF. Result: 0 (the TCR does not bind to the epitope). (4) The epitope is FPPTSFGPL. The TCR CDR3 sequence is CASSGTLQETQYF. Result: 1 (the TCR binds to the epitope). (5) The TCR CDR3 sequence is CASSPVGRGTEAFF. The epitope is YLDAYNMMI. Result: 0 (the TCR does not bind to the epitope). (6) The epitope is RIFTIGTVTLK. The TCR CDR3 sequence is CASSEEPGVINQPQHF. Result: 1 (the TCR binds to the epitope).